From a dataset of NCI-60 drug combinations with 297,098 pairs across 59 cell lines. Regression. Given two drug SMILES strings and cell line genomic features, predict the synergy score measuring deviation from expected non-interaction effect. (1) Drug 1: CC1=C(C=C(C=C1)NC2=NC=CC(=N2)N(C)C3=CC4=NN(C(=C4C=C3)C)C)S(=O)(=O)N.Cl. Drug 2: C1=CC(=CC=C1CCCC(=O)O)N(CCCl)CCCl. Cell line: CAKI-1. Synergy scores: CSS=52.7, Synergy_ZIP=3.23, Synergy_Bliss=2.81, Synergy_Loewe=5.69, Synergy_HSA=6.79. (2) Drug 1: CC(CN1CC(=O)NC(=O)C1)N2CC(=O)NC(=O)C2. Drug 2: C1=CC(=CC=C1C#N)C(C2=CC=C(C=C2)C#N)N3C=NC=N3. Cell line: SR. Synergy scores: CSS=54.3, Synergy_ZIP=1.32, Synergy_Bliss=1.06, Synergy_Loewe=-0.973, Synergy_HSA=2.51.